This data is from Catalyst prediction with 721,799 reactions and 888 catalyst types from USPTO. The task is: Predict which catalyst facilitates the given reaction. (1) Reactant: Cl[CH2:2][CH2:3][C:4]([C:6]1[CH:11]=[CH:10][C:9]([NH:12][C:13](=[O:15])[CH3:14])=[CH:8][CH:7]=1)=[O:5].[C:16]1(=[O:26])[NH:20][C:19](=[O:21])[C:18]2=[CH:22][CH:23]=[CH:24][CH:25]=[C:17]12.[K]. Product: [O:21]=[C:19]1[C:18]2[C:17](=[CH:25][CH:24]=[CH:23][CH:22]=2)[C:16](=[O:26])[N:20]1[CH2:2][CH2:3][C:4]([C:6]1[CH:11]=[CH:10][C:9]([NH:12][C:13](=[O:15])[CH3:14])=[CH:8][CH:7]=1)=[O:5]. The catalyst class is: 3. (2) Reactant: Cl[C:2]1[C:3]2[N:11]=[N:10][N:9](CC3C=CC=CC=3F)[C:4]=2[N:5]=[C:6]([NH2:8])[N:7]=1.C([Sn](CCCC)(CCCC)C1N(COCC[Si](C)(C)C)N=NC=1)CCC. Product: [N:11]1[C:3]2[CH:2]=[N:7][C:6]([NH2:8])=[N:5][C:4]=2[NH:9][N:10]=1. The catalyst class is: 3. (3) Reactant: C(OC(=O)[NH:7][C@@H:8]1[CH2:12][CH2:11][C@@H:10]([C:13](=[O:15])[NH2:14])[CH2:9]1)(C)(C)C.[C:17]([OH:23])([C:19]([F:22])([F:21])[F:20])=[O:18]. Product: [F:20][C:19]([F:22])([F:21])[C:17]([OH:23])=[O:18].[NH2:7][C@@H:8]1[CH2:12][CH2:11][C@@H:10]([C:13]([NH2:14])=[O:15])[CH2:9]1. The catalyst class is: 2.